From a dataset of Experimentally validated miRNA-target interactions with 360,000+ pairs, plus equal number of negative samples. Binary Classification. Given a miRNA mature sequence and a target amino acid sequence, predict their likelihood of interaction. (1) The miRNA is hsa-miR-30c-2-3p with sequence CUGGGAGAAGGCUGUUUACUCU. The protein sequence of the target gene is MATSSMSKGCFVFKPNSKKRKISLPIEDYFNKGKNEPEDSKLRFETYQLIWQQMKSENERLQEELNKNLFDNLIEFLQKSHSGFQKNSRDLGGQIKLREIPTAALVLGVNVTDHDLTFGSLTEALQNNVTPYVVSLQAKDCPDMKHFLQKLISQLMDCCVDIKSKEEESVHVTQRKTHYSMDSLSSWYMTVTQKTDPKMLSKKRTTSSQWQSPPVVVILKDMESFATKVLQDFIIISSQHLHEFPLILIFGIATSPIIIHRLLPHAVSSLLCIELFQSLSCKEHLTTVLDKLLLTTQFPF.... Result: 0 (no interaction). (2) The miRNA is hsa-miR-34a-5p with sequence UGGCAGUGUCUUAGCUGGUUGU. The protein sequence of the target gene is MAASLRLLGAASGLRYWSRRLRPAAGSFAAVCSRSVASKTPVGFIGLGNMGNPMAKNLMKHGYPLIIYDVFPDACKEFQDAGEQVVSSPADVAEKADRIITMLPTSINAIEAYSGANGILKKVKKGSLLIDSSTIDPAVSKELAKEVEKMGAVFMDAPVSGGVGAARSGNLTFMVGGVEDEFAAAQELLGCMGSNVVYCGAVGTGQAAKICNNMLLAISMIGTAEAMNLGIRLGLDPKLLAKILNMSSGRCWSSDTYNPVPGVMDGVPSANNYQGGFGTTLMAKDLGLAQDSATSTKSPI.... Result: 1 (interaction).